This data is from Catalyst prediction with 721,799 reactions and 888 catalyst types from USPTO. The task is: Predict which catalyst facilitates the given reaction. Reactant: [NH2:1][C:2]1[C:7]([OH:8])=[CH:6][C:5]([Br:9])=[CH:4][N:3]=1.I[CH2:11][CH3:12].[OH-].[Na+]. Product: [Br:9][C:5]1[CH:6]=[C:7]([O:8][CH2:11][CH3:12])[C:2]([NH2:1])=[N:3][CH:4]=1. The catalyst class is: 46.